This data is from Full USPTO retrosynthesis dataset with 1.9M reactions from patents (1976-2016). The task is: Predict the reactants needed to synthesize the given product. (1) Given the product [CH3:1][C:2]1[C:6]([CH2:7][O:8][C:9]2[CH:10]=[CH:11][C:12]([CH2:15][C@H:16]([NH:21][C:22]3[S:23][CH:24]=[C:25]([C:27]4[CH:28]=[CH:29][CH:30]=[CH:31][CH:32]=4)[N:26]=3)[C:17]([OH:19])=[O:18])=[CH:13][CH:14]=2)=[C:5]([CH3:33])[O:4][N:3]=1, predict the reactants needed to synthesize it. The reactants are: [CH3:1][C:2]1[C:6]([CH2:7][O:8][C:9]2[CH:14]=[CH:13][C:12]([CH2:15][C@H:16]([NH:21][C:22]3[S:23][CH:24]=[C:25]([C:27]4[CH:32]=[CH:31][CH:30]=[CH:29][CH:28]=4)[N:26]=3)[C:17]([O:19]C)=[O:18])=[CH:11][CH:10]=2)=[C:5]([CH3:33])[O:4][N:3]=1.[Li+].[OH-].Cl.O. (2) Given the product [CH3:1][O:2][C:3](=[O:29])[CH2:4][N:5]([S:39]([N:37]([C:33]1[CH:34]=[CH:35][CH:36]=[C:31]([F:30])[CH:32]=1)[CH3:38])(=[O:40])=[O:41])[CH2:6][C:7]1[CH:8]=[CH:9][C:10]([O:13][CH2:14][CH2:15][C:16]2[N:17]=[C:18]([C:22]3[CH:27]=[CH:26][C:25]([CH3:28])=[CH:24][CH:23]=3)[O:19][C:20]=2[CH3:21])=[CH:11][CH:12]=1, predict the reactants needed to synthesize it. The reactants are: [CH3:1][O:2][C:3](=[O:29])[CH2:4][NH:5][CH2:6][C:7]1[CH:12]=[CH:11][C:10]([O:13][CH2:14][CH2:15][C:16]2[N:17]=[C:18]([C:22]3[CH:27]=[CH:26][C:25]([CH3:28])=[CH:24][CH:23]=3)[O:19][C:20]=2[CH3:21])=[CH:9][CH:8]=1.[F:30][C:31]1[CH:32]=[C:33]([N:37]([S:39](Cl)(=[O:41])=[O:40])[CH3:38])[CH:34]=[CH:35][CH:36]=1.C(N(CC)CC)C. (3) Given the product [F:18][C:19]1[O:20][C:21]2[CH:34]=[CH:33][CH:32]=[CH:31][C:22]=2[C:23]=1[C:2]1[CH:3]=[C:4]2[CH2:10][C@:9]3([CH:15]4[CH2:16][CH2:17][N:12]([CH2:13][CH2:14]4)[CH2:11]3)[O:8][C:5]2=[N:6][CH:7]=1, predict the reactants needed to synthesize it. The reactants are: Br[C:2]1[CH:3]=[C:4]2[CH2:10][C@:9]3([CH:15]4[CH2:16][CH2:17][N:12]([CH2:13][CH2:14]4)[CH2:11]3)[O:8][C:5]2=[N:6][CH:7]=1.[F:18][C:19]1[O:20][C:21]2[CH:34]=[CH:33][CH:32]=[CH:31][C:22]=2[C:23]=1[Sn](CC)(CC)CC. (4) The reactants are: [CH2:1]([O:8][C:9]([CH2:11][N:12]1[C:21](=[O:22])[C:20]2[N:19]([CH2:23][C:24]#[C:25][CH3:26])[C:18]([N:27]3[CH2:32][CH2:31][CH2:30][C@@H:29]([NH:33]C(OC(C)(C)C)=O)[CH2:28]3)=[N:17][C:16]=2[N:15]([CH3:41])[C:13]1=[O:14])=[O:10])[C:2]1[CH:7]=[CH:6][CH:5]=[CH:4][CH:3]=1.FC(F)(F)C(O)=O.[OH-].[Na+]. Given the product [CH2:1]([O:8][C:9]([CH2:11][N:12]1[C:21](=[O:22])[C:20]2[N:19]([CH2:23][C:24]#[C:25][CH3:26])[C:18]([N:27]3[CH2:32][CH2:31][CH2:30][C@@H:29]([NH2:33])[CH2:28]3)=[N:17][C:16]=2[N:15]([CH3:41])[C:13]1=[O:14])=[O:10])[C:2]1[CH:3]=[CH:4][CH:5]=[CH:6][CH:7]=1, predict the reactants needed to synthesize it. (5) Given the product [CH2:28]([N:3]([CH2:1][CH3:2])[C:4](=[O:27])[CH:5]([N:12]1[CH2:13][CH2:14][N:15]([C:18]2[CH:23]=[CH:22][C:21]([CH2:24][OH:25])=[CH:20][C:19]=2[F:26])[CH2:16][CH2:17]1)[C:6]1[CH:11]=[CH:10][CH:9]=[CH:8][CH:7]=1)[CH3:29], predict the reactants needed to synthesize it. The reactants are: [CH2:1]([N:3]([CH2:28][CH3:29])[C:4](=[O:27])[CH:5]([N:12]1[CH2:17][CH2:16][N:15]([C:18]2[CH:23]=[CH:22][C:21]([CH:24]=[O:25])=[CH:20][C:19]=2[F:26])[CH2:14][CH2:13]1)[C:6]1[CH:11]=[CH:10][CH:9]=[CH:8][CH:7]=1)[CH3:2].[BH4-].[Na+]. (6) Given the product [CH3:18][O:17][C:13]1[C:10]2[CH2:11][CH2:12][CH:6]([C:4]([OH:5])=[O:3])[CH2:7][C:8](=[O:19])[C:9]=2[CH:16]=[CH:15][CH:14]=1, predict the reactants needed to synthesize it. The reactants are: C([O:3][C:4]([CH:6]1[CH2:12][CH2:11][C:10]2[C:13]([O:17][CH3:18])=[CH:14][CH:15]=[CH:16][C:9]=2[C:8](=[O:19])[CH2:7]1)=[O:5])C. (7) Given the product [CH2:1]([O:3][C:4]1[CH:13]=[C:12]2[C:7]([C:8]([CH3:16])=[CH:9][C:10]([CH3:15])([CH3:14])[O:11]2)=[CH:6][C:5]=1/[C:17](/[CH2:29][CH3:30])=[CH:18]\[CH:19]=[CH:20]\[C:21](\[CH3:28])=[CH:22]\[C:23]([OH:25])=[O:24])[CH3:2], predict the reactants needed to synthesize it. The reactants are: [CH2:1]([O:3][C:4]1[CH:13]=[C:12]2[C:7]([C:8]([CH3:16])=[CH:9][C:10]([CH3:15])([CH3:14])[O:11]2)=[CH:6][C:5]=1/[C:17](/[CH2:29][CH3:30])=[CH:18]\[CH:19]=[CH:20]\[C:21](\[CH3:28])=[CH:22]\[C:23]([O:25]CC)=[O:24])[CH3:2].[OH-].[Na+]. (8) Given the product [NH:8]1[C:9]2[C:5](=[CH:4][CH:3]=[C:2]([C:20]3[CH:21]=[C:16]([CH:17]=[CH:18][CH:19]=3)[C:14]([O:13][CH2:11][CH3:12])=[O:15])[CH:10]=2)[CH:6]=[CH:7]1, predict the reactants needed to synthesize it. The reactants are: Br[C:2]1[CH:10]=[C:9]2[C:5]([CH:6]=[CH:7][NH:8]2)=[CH:4][CH:3]=1.[CH2:11]([O:13][C:14]([C:16]1[CH:17]=[C:18](B(O)O)[CH:19]=[CH:20][CH:21]=1)=[O:15])[CH3:12]. (9) Given the product [CH2:46]([O:45][C:43]([NH:42][C@H:38]([CH:39]([CH3:41])[CH3:40])[C:37]([NH:36][C@H:34]([CH3:35])[C:33]([NH:32][C:29]1[CH:28]=[CH:27][C:26]([CH2:25][O:24][C:22]([N:21]2[C:20]3[CH:51]=[C:52]([O:57][CH2:95][CH2:94][CH2:93][O:92][C:87]4[C:88]([O:90][CH3:91])=[CH:89][C:77]5[C:76](=[O:97])[N:75]6[CH:98]=[C:99](/[CH:101]=[CH:102]/[CH3:103])[CH2:100][C@H:74]6[C@H:73]([O:72][Si:65]([C:68]([CH3:71])([CH3:69])[CH3:70])([CH3:67])[CH3:66])[N:79]([C:80]([O:82][CH2:83][CH:84]=[CH2:85])=[O:81])[C:78]=5[CH:86]=4)[C:53]([O:55][CH3:56])=[CH:54][C:19]=3[C:18](=[O:58])[N:17]3[CH:59]=[C:60](/[CH:62]=[CH:63]/[CH3:64])[CH2:61][C@H:16]3[C@@H:15]2[O:14][Si:7]([C:10]([CH3:11])([CH3:12])[CH3:13])([CH3:8])[CH3:9])=[O:23])=[CH:31][CH:30]=1)=[O:50])=[O:49])=[O:44])[CH:47]=[CH2:48], predict the reactants needed to synthesize it. The reactants are: C(=O)([O-])[O-].[K+].[K+].[Si:7]([O:14][C@@H:15]1[N:21]([C:22]([O:24][CH2:25][C:26]2[CH:31]=[CH:30][C:29]([NH:32][C:33](=[O:50])[C@@H:34]([NH:36][C:37](=[O:49])[C@@H:38]([NH:42][C:43]([O:45][CH2:46][CH:47]=[CH2:48])=[O:44])[CH:39]([CH3:41])[CH3:40])[CH3:35])=[CH:28][CH:27]=2)=[O:23])[C:20]2[CH:51]=[C:52]([OH:57])[C:53]([O:55][CH3:56])=[CH:54][C:19]=2[C:18](=[O:58])[N:17]2[CH:59]=[C:60](/[CH:62]=[CH:63]/[CH3:64])[CH2:61][C@@H:16]12)([C:10]([CH3:13])([CH3:12])[CH3:11])([CH3:9])[CH3:8].[Si:65]([O:72][C@@H:73]1[N:79]([C:80]([O:82][CH2:83][CH:84]=[CH2:85])=[O:81])[C:78]2[CH:86]=[C:87]([O:92][CH2:93][CH2:94][CH2:95]I)[C:88]([O:90][CH3:91])=[CH:89][C:77]=2[C:76](=[O:97])[N:75]2[CH:98]=[C:99](/[CH:101]=[CH:102]/[CH3:103])[CH2:100][C@@H:74]12)([C:68]([CH3:71])([CH3:70])[CH3:69])([CH3:67])[CH3:66]. (10) Given the product [ClH:31].[N+:26]([C:3]1[CH:4]=[C:5]([C:8]2[CH:9]=[CH:10][C:11]3[O:17][CH2:16][CH2:15][NH:14][CH2:13][C:12]=3[CH:25]=2)[CH:6]=[CH:7][C:2]=1[NH2:1])([O-:28])=[O:27], predict the reactants needed to synthesize it. The reactants are: [NH2:1][C:2]1[CH:7]=[CH:6][C:5]([C:8]2[CH:9]=[CH:10][C:11]3[O:17][CH2:16][CH2:15][N:14](C(OC(C)(C)C)=O)[CH2:13][C:12]=3[CH:25]=2)=[CH:4][C:3]=1[N+:26]([O-:28])=[O:27].CO.[ClH:31].